This data is from CYP2C19 inhibition data for predicting drug metabolism from PubChem BioAssay. The task is: Regression/Classification. Given a drug SMILES string, predict its absorption, distribution, metabolism, or excretion properties. Task type varies by dataset: regression for continuous measurements (e.g., permeability, clearance, half-life) or binary classification for categorical outcomes (e.g., BBB penetration, CYP inhibition). Dataset: cyp2c19_veith. (1) The molecule is C[C@@H](C(=O)NCc1cccc2ccccc12)[C@H]1C[C@]1(C)[C@H](NC(=O)OCc1ccccc1)c1ccccc1. The result is 1 (inhibitor). (2) The molecule is CCOC(=O)c1c(NC(=O)CCc2ccc(CC)o2)sc(C)c1C. The result is 1 (inhibitor). (3) The molecule is CCOc1ccc(-c2cc(CCCC(=O)NCCc3ccc(OC)c(OC)c3OC)no2)cc1. The result is 1 (inhibitor).